From a dataset of Full USPTO retrosynthesis dataset with 1.9M reactions from patents (1976-2016). Predict the reactants needed to synthesize the given product. (1) The reactants are: [N:1]1[CH:6]=[CH:5][C:4]([CH:7]2[CH2:10][NH:9][CH2:8]2)=[CH:3][CH:2]=1.[C:11]1([C:20]2[CH:25]=[CH:24][CH:23]=[CH:22][CH:21]=2)[CH:16]=[CH:15][C:14]([C:17](O)=[O:18])=[CH:13][CH:12]=1.CN(C(ON1N=NC2C=CC=CC1=2)=[N+](C)C)C.F[P-](F)(F)(F)(F)F.CCN(C(C)C)C(C)C. Given the product [C:11]1([C:20]2[CH:21]=[CH:22][CH:23]=[CH:24][CH:25]=2)[CH:12]=[CH:13][C:14]([C:17]([N:9]2[CH2:10][CH:7]([C:4]3[CH:5]=[CH:6][N:1]=[CH:2][CH:3]=3)[CH2:8]2)=[O:18])=[CH:15][CH:16]=1, predict the reactants needed to synthesize it. (2) Given the product [OH:56][CH2:55][CH2:54][C:52]1[N:51]=[N:50][N:49]([C:47]2[CH:46]=[CH:45][C:44]([CH3:57])=[C:43]([CH:48]=2)[C:41]([C:38]2[CH:39]=[CH:40][C:35]([NH:59][C:60]3[CH:61]=[C:62]([CH:65]=[CH:66][CH:67]=3)[C:63]#[N:64])=[CH:36][C:37]=2[CH3:58])=[O:42])[CH:53]=1, predict the reactants needed to synthesize it. The reactants are: FC1C=C(F)C=CC=1NC1C=CC(C(C2C=C(N3C=C(CCO)N=N3)C=CC=2C)=O)=C(C)C=1.Br[C:35]1[CH:40]=[CH:39][C:38]([C:41]([C:43]2[CH:48]=[C:47]([N:49]3[CH:53]=[C:52]([CH2:54][CH2:55][OH:56])[N:51]=[N:50]3)[CH:46]=[CH:45][C:44]=2[CH3:57])=[O:42])=[C:37]([CH3:58])[CH:36]=1.[NH2:59][C:60]1[CH:61]=[C:62]([CH:65]=[CH:66][CH:67]=1)[C:63]#[N:64]. (3) Given the product [C:27]1([C:28]2[NH:29][C:11]([C:10]3[CH:15]=[CH:16][CH:17]=[CH:18][C:9]=3[NH:8][CH2:7][C:4]3[CH:5]=[CH:6][N:1]=[CH:2][CH:3]=3)=[N:13][N:14]=2)[CH:31]=[CH:32][CH:24]=[CH:25][CH:26]=1, predict the reactants needed to synthesize it. The reactants are: [N:1]1[CH:6]=[CH:5][C:4]([CH2:7][NH:8][C:9]2[CH:18]=[CH:17][CH:16]=[CH:15][C:10]=2[C:11]([NH:13][NH2:14])=O)=[CH:3][CH:2]=1.Cl.CS([C:24]1[CH:32]=[CH:31][C:27]([C:28](N)=[NH:29])=[CH:26][CH:25]=1)(=O)=O.C(N(CC)CC)C.O. (4) Given the product [Br:40][C:2]1[CH:24]=[CH:23][C:5]2[C:6]([CH2:9][CH2:10][C:11]3[N:12]=[C:13]([C:17]4[CH:22]=[CH:21][CH:20]=[CH:19][CH:18]=4)[O:14][C:15]=3[CH3:16])=[N:7][O:8][C:4]=2[CH:3]=1, predict the reactants needed to synthesize it. The reactants are: N[C:2]1[CH:24]=[CH:23][C:5]2[C:6]([CH2:9][CH2:10][C:11]3[N:12]=[C:13]([C:17]4[CH:22]=[CH:21][CH:20]=[CH:19][CH:18]=4)[O:14][C:15]=3[CH3:16])=[N:7][O:8][C:4]=2[CH:3]=1.N([O-])=O.[Na+].C(OCC)(=O)C.C(=O)([O-])O.[Na+].[BrH:40]. (5) Given the product [CH3:25][S:22]([N:19]1[CH2:20][CH2:21][NH:16][CH2:17][CH2:18]1)(=[O:24])=[O:23].[ClH:5], predict the reactants needed to synthesize it. The reactants are: CS([Cl:5])(=O)=O.C(N1CCNCC1)=O.C([N:16]1[CH2:21][CH2:20][N:19]([S:22]([CH3:25])(=[O:24])=[O:23])[CH2:18][CH2:17]1)=O.Cl. (6) Given the product [Cl:1][C:2]1[CH:7]=[CH:6][N:5]=[C:4]2[CH:8]=[C:9]([C:11]3[S:12][C:13]([C:17]([Cl:20])=[O:19])=[C:14]([CH3:16])[N:15]=3)[S:10][C:3]=12, predict the reactants needed to synthesize it. The reactants are: [Cl:1][C:2]1[CH:7]=[CH:6][N:5]=[C:4]2[CH:8]=[C:9]([C:11]3[S:12][C:13]([C:17]([OH:19])=O)=[C:14]([CH3:16])[N:15]=3)[S:10][C:3]=12.[Cl:20]CCCl.CN(C)C=O.S(Cl)(Cl)=O. (7) Given the product [C:15]([C:12]1[CH:13]=[CH:14][C:9]([O:8][CH2:7][C:6]([OH:5])=[O:19])=[C:10]([C:17]#[C:18][C:21]2[CH:22]=[N:23][CH:24]=[C:25]([S:27]([N:30]3[CH2:33][C:32]([F:35])([F:34])[CH2:31]3)(=[O:29])=[O:28])[CH:26]=2)[CH:11]=1)#[N:16], predict the reactants needed to synthesize it. The reactants are: C([O:5][C:6](=[O:19])[CH2:7][O:8][C:9]1[CH:14]=[CH:13][C:12]([C:15]#[N:16])=[CH:11][C:10]=1[C:17]#[CH:18])(C)(C)C.Br[C:21]1[CH:22]=[N:23][CH:24]=[C:25]([S:27]([N:30]2[CH2:33][C:32]([F:35])([F:34])[CH2:31]2)(=[O:29])=[O:28])[CH:26]=1. (8) Given the product [CH3:23][S:24]([O:1][CH2:2][CH:3]1[CH2:8][CH2:7][CH2:6][N:5]([C:9]([O:11][C:12]([CH3:15])([CH3:14])[CH3:13])=[O:10])[CH2:4]1)(=[O:26])=[O:25], predict the reactants needed to synthesize it. The reactants are: [OH:1][CH2:2][CH:3]1[CH2:8][CH2:7][CH2:6][N:5]([C:9]([O:11][C:12]([CH3:15])([CH3:14])[CH3:13])=[O:10])[CH2:4]1.C(N(CC)CC)C.[CH3:23][S:24](Cl)(=[O:26])=[O:25].